From a dataset of Forward reaction prediction with 1.9M reactions from USPTO patents (1976-2016). Predict the product of the given reaction. (1) Given the reactants Br[C:2]1[CH:7]=[CH:6][C:5]([NH:8][C:9](=[O:14])[C:10]([CH3:13])([CH3:12])[CH3:11])=[CH:4][CH:3]=1.[Li]CCCC.[O:20]1[CH2:25][CH2:24][N:23]([C:26]2[CH:27]=[N:28][C:29]3[C:34]([N:35]=2)=[CH:33][C:32]([CH:36]=[O:37])=[CH:31][CH:30]=3)[CH2:22][CH2:21]1, predict the reaction product. The product is: [OH:37][CH:36]([C:32]1[CH:33]=[C:34]2[C:29](=[CH:30][CH:31]=1)[N:28]=[CH:27][C:26]([N:23]1[CH2:24][CH2:25][O:20][CH2:21][CH2:22]1)=[N:35]2)[C:2]1[CH:7]=[CH:6][C:5]([NH:8][C:9](=[O:14])[C:10]([CH3:13])([CH3:12])[CH3:11])=[CH:4][CH:3]=1. (2) Given the reactants [N:1]1([C:18]([O:20][C:21]([CH3:24])([CH3:23])[CH3:22])=[O:19])[CH2:6][CH2:5][C:4]([C:7]2[CH:12]=[CH:11][N:10]=[CH:9][CH:8]=2)=[C:3]([C:13]([O:15][CH2:16][CH3:17])=[O:14])[CH2:2]1.[Mg], predict the reaction product. The product is: [N:10]1[CH:11]=[CH:12][C:7]([C@H:4]2[CH2:5][CH2:6][N:1]([C:18]([O:20][C:21]([CH3:22])([CH3:23])[CH3:24])=[O:19])[CH2:2][C@H:3]2[C:13]([O:15][CH2:16][CH3:17])=[O:14])=[CH:8][CH:9]=1. (3) Given the reactants C([O:4][C:5]1[CH:12]=[CH:11][C:8]([CH:9]=[CH2:10])=[CH:7][CH:6]=1)(=O)C.N(C(C)(C)C#N)=NC(C)(C)C#N.[OH-].[Na+].O, predict the reaction product. The product is: [CH:10]#[C:9][C:8]1[CH:11]=[CH:12][C:5]([OH:4])=[CH:6][CH:7]=1.